The task is: Predict the reaction yield, written as a fraction of the theoretical maximum amount of product (1.0 means a 100% yield; for example, 0.34 means a 34% yield).. This data is from Reaction yield outcomes from USPTO patents with 853,638 reactions. (1) The product is [CH3:13][O:12][C:5]1[C:6]2[O:10][CH2:9][O:8][C:7]=2[CH:11]=[C:3]([CH2:2][C:14]#[N:15])[CH:4]=1. The reactants are Cl[CH2:2][C:3]1[CH:4]=[C:5]([O:12][CH3:13])[C:6]2[O:10][CH2:9][O:8][C:7]=2[CH:11]=1.[C-:14]#[N:15].[Na+].O. The catalyst is CS(C)=O. The yield is 0.450. (2) The product is [NH:15]1[C:16]2[C:21](=[CH:20][CH:19]=[CH:18][CH:17]=2)[C:13]([CH2:12][C@H:11]([NH:22][C:23](=[O:29])[O:24][C:25]([CH3:26])([CH3:28])[CH3:27])[CH2:10][O:9][C:5]2[CH:6]=[N:7][CH:8]=[C:3]([C:1]#[C:2][C:32]3[CH:37]=[CH:36][N:35]=[CH:34][CH:33]=3)[CH:4]=2)=[CH:14]1. The reactants are [C:1]([C:3]1[CH:4]=[C:5]([O:9][CH2:10][C@@H:11]([NH:22][C:23](=[O:29])[O:24][C:25]([CH3:28])([CH3:27])[CH3:26])[CH2:12][C:13]2[C:21]3[C:16](=[CH:17][CH:18]=[CH:19][CH:20]=3)[NH:15][CH:14]=2)[CH:6]=[N:7][CH:8]=1)#[CH:2].Cl.Br[C:32]1[CH:37]=[CH:36][N:35]=[CH:34][CH:33]=1.CN(C=O)C.C(N(CC)CC)C. The catalyst is [Cu]I.C(OCC)(=O)C. The yield is 0.680. (3) The reactants are C(O[C:6]([N:8]1[CH2:13][CH2:12][O:11][CH2:10][C@@H:9]1[C:14]1[N:18]2[CH:19]=[C:20]([F:23])[CH:21]=[CH:22][C:17]2=[N:16][N:15]=1)=O)(C)(C)C.C(O)(C(F)(F)F)=O.C=O.C(O[BH-](OC(=O)C)OC(=O)C)(=O)C.[Na+]. The catalyst is C(Cl)Cl. The product is [F:23][C:20]1[CH:21]=[CH:22][C:17]2[N:18]([C:14]([C@H:9]3[CH2:10][O:11][CH2:12][CH2:13][N:8]3[CH3:6])=[N:15][N:16]=2)[CH:19]=1. The yield is 0.340. (4) The reactants are [CH3:1][N:2]([CH3:19])[CH2:3][C:4]1[CH:5]=[N:6][CH:7]=[C:8](B2OC(C)(C)C(C)(C)O2)[CH:9]=1.Br[C:21]1[CH:22]=[C:23]2[C:27](=[C:28]([C:30]([NH2:32])=[O:31])[CH:29]=1)[NH:26][CH:25]=[C:24]2[CH:33]1[CH2:38][CH2:37][N:36]([S:39]([CH2:42][CH3:43])(=[O:41])=[O:40])[CH2:35][CH2:34]1.C(=O)([O-])[O-].[K+].[K+]. No catalyst specified. The product is [CH3:19][N:2]([CH2:3][C:4]1[CH:9]=[C:8]([C:21]2[CH:22]=[C:23]3[C:27](=[C:28]([C:30]([NH2:32])=[O:31])[CH:29]=2)[NH:26][CH:25]=[C:24]3[CH:33]2[CH2:34][CH2:35][N:36]([S:39]([CH2:42][CH3:43])(=[O:40])=[O:41])[CH2:37][CH2:38]2)[CH:7]=[N:6][CH:5]=1)[CH3:1]. The yield is 0.160. (5) The reactants are [N:1]1[CH:6]=[CH:5][N:4]=[CH:3][C:2]=1[C:7]([OH:9])=O.Cl.C(N=C=NCCCN(C)C)C.ON1C2C=CC=CC=2N=N1.Cl.[CH2:33]([O:35][C:36](=[O:44])[CH:37]([NH2:43])[C:38]([O:40][CH2:41][CH3:42])=[O:39])[CH3:34]. The catalyst is CN(C)C=O.C(N(CC)CC)C.C(OCC)(=O)C.O. The product is [CH2:41]([O:40][C:38](=[O:39])[CH:37]([NH:43][C:7]([C:2]1[CH:3]=[N:4][CH:5]=[CH:6][N:1]=1)=[O:9])[C:36]([O:35][CH2:33][CH3:34])=[O:44])[CH3:42]. The yield is 0.910. (6) The reactants are C1C=CC2N(O)N=NC=2C=1.CCN(C(C)C)C(C)C.[N+:20]([C:23]1[CH:31]=[CH:30][C:26]([C:27]([OH:29])=O)=[CH:25][CH:24]=1)([O-:22])=[O:21].CCN=C=NCCCN(C)C.Cl.[C:44]([NH:47][NH2:48])(=[O:46])[CH3:45]. The catalyst is CN(C=O)C.O. The product is [C:44]([NH:47][NH:48][C:27](=[O:29])[C:26]1[CH:25]=[CH:24][C:23]([N+:20]([O-:22])=[O:21])=[CH:31][CH:30]=1)(=[O:46])[CH3:45]. The yield is 0.550. (7) The reactants are [C:1]([C:3]1[CH:8]=[CH:7][CH:6]=[CH:5][C:4]=1[C:9]1[CH:14]=[CH:13][C:12]([CH2:15][CH:16]([C:22](=O)[CH2:23][CH2:24][CH3:25])[C:17](OCC)=[O:18])=[C:11]([F:27])[CH:10]=1)#[N:2].[O:28]1[CH2:33][CH2:32][CH2:31][CH:30]([NH:34][C:35]2[NH:39][CH:38]=[N:37][N:36]=2)[CH2:29]1. No catalyst specified. The product is [F:27][C:11]1[CH:10]=[C:9]([C:4]2[C:3]([C:1]#[N:2])=[CH:8][CH:7]=[CH:6][CH:5]=2)[CH:14]=[CH:13][C:12]=1[CH2:15][C:16]1[C:17](=[O:18])[N:34]([CH:30]2[CH2:31][CH2:32][CH2:33][O:28][CH2:29]2)[C:35]2[N:36]([N:37]=[CH:38][N:39]=2)[C:22]=1[CH2:23][CH2:24][CH3:25]. The yield is 0.600.